This data is from Reaction yield outcomes from USPTO patents with 853,638 reactions. The task is: Predict the reaction yield, written as a fraction of the theoretical maximum amount of product (1.0 means a 100% yield; for example, 0.34 means a 34% yield). (1) The reactants are C(N(CC)CC)C.[OH:8][C:9]1[CH:14]=[CH:13][C:12]([S:15](Cl)(=[O:17])=[O:16])=[CH:11][CH:10]=1.Cl.Cl.[NH2:21][CH2:22][CH:23]([N:28]1[CH2:33][CH2:32][N:31]([C:34]([O:36][CH2:37][C:38]2[CH:43]=[CH:42][CH:41]=[CH:40][CH:39]=2)=[O:35])[CH2:30][CH2:29]1)[C:24]([O:26][CH3:27])=[O:25].O. The catalyst is ClCCl. The product is [OH:8][C:9]1[CH:14]=[CH:13][C:12]([S:15]([NH:21][CH2:22][CH:23]([N:28]2[CH2:29][CH2:30][N:31]([C:34]([O:36][CH2:37][C:38]3[CH:43]=[CH:42][CH:41]=[CH:40][CH:39]=3)=[O:35])[CH2:32][CH2:33]2)[C:24]([O:26][CH3:27])=[O:25])(=[O:17])=[O:16])=[CH:11][CH:10]=1. The yield is 0.460. (2) The catalyst is C(OCC)(=O)C. The reactants are [C:1]([NH:4][NH:5][C:6](=O)[CH2:7][O:8][C@H:9]1[CH2:14][CH2:13][C@H:12]([N:15]2[C:20](=[O:21])[C:19]([CH2:22][C:23]3[CH:28]=[CH:27][C:26]([C:29]4[CH:34]=[CH:33][CH:32]=[CH:31][C:30]=4[C:35]#[N:36])=[CH:25][CH:24]=3)=[C:18]([CH2:37][CH2:38][CH3:39])[N:17]3[N:40]=[CH:41][N:42]=[C:16]23)[CH2:11][CH2:10]1)(=[O:3])[CH3:2].CC1C=CC(S(Cl)(=O)=O)=CC=1.N1C=CC=CC=1.Cl. The yield is 0.600. The product is [CH3:2][C:1]1[O:3][C:6]([CH2:7][O:8][C@H:9]2[CH2:14][CH2:13][C@H:12]([N:15]3[C:20](=[O:21])[C:19]([CH2:22][C:23]4[CH:28]=[CH:27][C:26]([C:29]5[C:30]([C:35]#[N:36])=[CH:31][CH:32]=[CH:33][CH:34]=5)=[CH:25][CH:24]=4)=[C:18]([CH2:37][CH2:38][CH3:39])[N:17]4[N:40]=[CH:41][N:42]=[C:16]34)[CH2:11][CH2:10]2)=[N:5][N:4]=1. (3) The reactants are [OH:1][C:2]1[CH:7]=[CH:6][C:5]([C:8]([C:10]2[CH:15]=[CH:14][C:13]([OH:16])=[CH:12][CH:11]=2)=O)=[CH:4][CH:3]=1.[C:17]([C:23]1[CH:28]=[CH:27][C:26]([O:29][CH2:30][C:31]([O:33][CH2:34][CH3:35])=[O:32])=[CH:25][CH:24]=1)(=O)[CH2:18][CH2:19][CH2:20][CH3:21]. No catalyst specified. The product is [CH2:18]([C:17]([C:23]1[CH:24]=[CH:25][C:26]([O:29][CH2:30][C:31]([O:33][CH2:34][CH3:35])=[O:32])=[CH:27][CH:28]=1)=[C:8]([C:10]1[CH:15]=[CH:14][C:13]([OH:16])=[CH:12][CH:11]=1)[C:5]1[CH:6]=[CH:7][C:2]([OH:1])=[CH:3][CH:4]=1)[CH2:19][CH2:20][CH3:21]. The yield is 0.720. (4) The reactants are [H-].[Na+].[CH2:3]([O:5][C:6]([C:8]1[CH:9]=[N:10][N:11]([CH3:14])[C:12]=1[NH2:13])=[O:7])[CH3:4].F[C:16]1[CH:21]=[CH:20][CH:19]=[CH:18][C:17]=1[N+:22]([O-:24])=[O:23].OS([O-])(=O)=O.[K+]. The catalyst is C1COCC1.CCOC(C)=O. The product is [CH2:3]([O:5][C:6]([C:8]1[CH:9]=[N:10][N:11]([CH3:14])[C:12]=1[NH:13][C:16]1[CH:21]=[CH:20][CH:19]=[CH:18][C:17]=1[N+:22]([O-:24])=[O:23])=[O:7])[CH3:4]. The yield is 0.580. (5) The reactants are C(OC([N:11]1[CH2:16][CH2:15][N:14]([C:17](=[O:49])[CH:18]([NH:29][C:30]([N:32]2[CH2:37][CH2:36][CH:35]([N:38]3[CH2:47][C:46]4[C:41](=[CH:42][CH:43]=[CH:44][CH:45]=4)[NH:40][C:39]3=[O:48])[CH2:34][CH2:33]2)=[O:31])[CH2:19][C:20]2[CH:21]=[C:22]3[C:26](=[CH:27][CH:28]=2)[NH:25][N:24]=[CH:23]3)[CH2:13][CH2:12]1)=O)C1C=CC=CC=1.C. The catalyst is CO. The product is [NH:25]1[C:26]2[C:22](=[CH:21][C:20]([CH2:19][CH:18]([NH:29][C:30]([N:32]3[CH2:33][CH2:34][CH:35]([N:38]4[CH2:47][C:46]5[C:41](=[CH:42][CH:43]=[CH:44][CH:45]=5)[NH:40][C:39]4=[O:48])[CH2:36][CH2:37]3)=[O:31])[C:17](=[O:49])[N:14]3[CH2:15][CH2:16][NH:11][CH2:12][CH2:13]3)=[CH:28][CH:27]=2)[CH:23]=[N:24]1. The yield is 0.910. (6) The reactants are [F:1][C:2]([F:15])([F:14])[C:3]1[CH:12]=[C:11]2[C:6]([C:7]([SH:13])=[CH:8][CH:9]=[N:10]2)=[CH:5][CH:4]=1.[H-].[Na+].[Br:18][CH2:19][C:20]1[CH:25]=[CH:24][C:23]([CH2:26]Br)=[CH:22][CH:21]=1.O. The catalyst is CN(C=O)C. The product is [Br:18][CH2:19][C:20]1[CH:25]=[CH:24][C:23]([CH2:26][S:13][C:7]2[C:6]3[C:11](=[CH:12][C:3]([C:2]([F:1])([F:14])[F:15])=[CH:4][CH:5]=3)[N:10]=[CH:9][CH:8]=2)=[CH:22][CH:21]=1. The yield is 0.150.